From a dataset of Full USPTO retrosynthesis dataset with 1.9M reactions from patents (1976-2016). Predict the reactants needed to synthesize the given product. (1) Given the product [NH:1]1[C:9]2[C:4](=[C:5]([CH:10]([C:16]3[CH:17]=[CH:18][CH:19]=[CH:20][CH:21]=3)[CH2:11][CH2:12][NH:14][CH3:15])[CH:6]=[CH:7][CH:8]=2)[CH:3]=[N:2]1, predict the reactants needed to synthesize it. The reactants are: [NH:1]1[C:9]2[C:4](=[C:5]([CH:10]([C:16]3[CH:21]=[CH:20][CH:19]=[CH:18][CH:17]=3)[CH2:11][C:12]([NH:14][CH3:15])=O)[CH:6]=[CH:7][CH:8]=2)[CH:3]=[N:2]1.N1C2C(=CC=CC=2C(C2C=CC=CC=2)CCNC)C=C1. (2) Given the product [Cl:1][C:2]1[N:10]=[CH:9][N:8]=[C:7]2[C:3]=1[N:4]=[CH:5][N:6]2[CH:16]1[CH2:15][CH2:14][CH2:13][O:11]1, predict the reactants needed to synthesize it. The reactants are: [Cl:1][C:2]1[N:10]=[CH:9][N:8]=[C:7]2[C:3]=1[NH:4][CH:5]=[N:6]2.[O:11]1[CH:16]=[CH:15][CH2:14][CH2:13]C1.FC(F)(F)C(O)=O.N. (3) The reactants are: [C:1]([C:3]1[CH:8]=[CH:7][CH:6]=[CH:5][N:4]=1)#N.C([Mg]Br)[CH:10]([CH3:12])C.C([O:17]CC)C. Given the product [N:4]1[CH:5]=[CH:6][CH:7]=[CH:8][C:3]=1[C:1](=[O:17])[CH2:10][CH3:12], predict the reactants needed to synthesize it. (4) Given the product [C:13]([N:7]1[CH2:12][CH2:11][N:10]([C:17]2[CH:22]=[CH:21][C:20]([CH:23]=[O:24])=[C:19]([F:28])[CH:18]=2)[CH2:9][CH2:8]1)(=[O:15])[CH3:14], predict the reactants needed to synthesize it. The reactants are: CC(C)([O-])C.[Na+].[N:7]1([C:13](=[O:15])[CH3:14])[CH2:12][CH2:11][NH:10][CH2:9][CH2:8]1.Br[C:17]1[CH:22]=[CH:21][C:20]([CH:23](OC)[O:24]C)=[C:19]([F:28])[CH:18]=1.